Dataset: Peptide-MHC class I binding affinity with 185,985 pairs from IEDB/IMGT. Task: Regression. Given a peptide amino acid sequence and an MHC pseudo amino acid sequence, predict their binding affinity value. This is MHC class I binding data. (1) The peptide sequence is QPKKVKRRL. The MHC is HLA-B07:02 with pseudo-sequence HLA-B07:02. The binding affinity (normalized) is 0.263. (2) The peptide sequence is TENILTVLL. The MHC is HLA-B40:01 with pseudo-sequence HLA-B40:01. The binding affinity (normalized) is 0.768. (3) The peptide sequence is DIKLDAVLDR. The MHC is HLA-A11:01 with pseudo-sequence HLA-A11:01. The binding affinity (normalized) is 0. (4) The peptide sequence is KSYCQPLPE. The MHC is HLA-A68:02 with pseudo-sequence HLA-A68:02. The binding affinity (normalized) is 0.0847.